This data is from Forward reaction prediction with 1.9M reactions from USPTO patents (1976-2016). The task is: Predict the product of the given reaction. (1) Given the reactants [Cl-].[Al+3].[Cl-].[Cl-].[NH:5]1[C:9]2=[C:10]([NH:14][C:15]([CH:17]3[CH2:19][CH2:18]3)=[O:16])[N:11]=[CH:12][CH:13]=[C:8]2[CH:7]=[CH:6]1.[Br:20][C:21]1[CH:29]=[C:28]([Cl:30])[C:24]([C:25](Cl)=[O:26])=[C:23]([Cl:31])[CH:22]=1.CO, predict the reaction product. The product is: [Br:20][C:21]1[CH:22]=[C:23]([Cl:31])[C:24]([C:25]([C:7]2[C:8]3[C:9](=[C:10]([NH:14][C:15]([CH:17]4[CH2:18][CH2:19]4)=[O:16])[N:11]=[CH:12][CH:13]=3)[NH:5][CH:6]=2)=[O:26])=[C:28]([Cl:30])[CH:29]=1. (2) Given the reactants [Cl:1][C:2]1[CH:7]=[C:6](Cl)[N:5]=[CH:4][N:3]=1.C(=O)([O-])[O-].[K+].[K+].[F:15][C:16]([F:27])([F:26])[C:17]1[CH:22]=[CH:21][CH:20]=[CH:19][C:18]=1B(O)O.[Cl-].[NH4+], predict the reaction product. The product is: [Cl:1][C:2]1[CH:7]=[C:6]([C:18]2[CH:19]=[CH:20][CH:21]=[CH:22][C:17]=2[C:16]([F:27])([F:26])[F:15])[N:5]=[CH:4][N:3]=1.